Dataset: Peptide-MHC class I binding affinity with 185,985 pairs from IEDB/IMGT. Task: Regression. Given a peptide amino acid sequence and an MHC pseudo amino acid sequence, predict their binding affinity value. This is MHC class I binding data. (1) The peptide sequence is IEDPPFNSL. The MHC is HLA-B44:03 with pseudo-sequence HLA-B44:03. The binding affinity (normalized) is 0. (2) The peptide sequence is KVFDKSLLY. The MHC is HLA-A26:02 with pseudo-sequence HLA-A26:02. The binding affinity (normalized) is 0.298. (3) The peptide sequence is VGVLNWAAQIY. The MHC is Mamu-B52 with pseudo-sequence Mamu-B52. The binding affinity (normalized) is 0.650. (4) The peptide sequence is GHYTHITAK. The MHC is HLA-A03:01 with pseudo-sequence HLA-A03:01. The binding affinity (normalized) is 0.361. (5) The peptide sequence is RRWQQLLA. The MHC is HLA-B27:05 with pseudo-sequence HLA-B27:05. The binding affinity (normalized) is 0.820. (6) The peptide sequence is FASPLHVAWR. The MHC is HLA-A68:02 with pseudo-sequence HLA-A68:02. The binding affinity (normalized) is 0.186. (7) The peptide sequence is ALRRYGLL. The MHC is H-2-Kb with pseudo-sequence H-2-Kb. The binding affinity (normalized) is 0.751. (8) The peptide sequence is FTLTVAWRTA. The MHC is HLA-A32:01 with pseudo-sequence HLA-A32:01. The binding affinity (normalized) is 0.154.